Dataset: Catalyst prediction with 721,799 reactions and 888 catalyst types from USPTO. Task: Predict which catalyst facilitates the given reaction. (1) Product: [NH:1]1[C:9]2[C:4](=[CH:5][C:6]([NH:10][C:11]3[C:12]4[C:19]5[CH2:20][CH2:21][CH:22]([C:24]([NH:27][C:28]6[CH:33]=[CH:32][C:31]([CH3:34])=[CH:30][CH:29]=6)=[O:26])[CH2:23][C:18]=5[S:17][C:13]=4[N:14]=[CH:15][N:16]=3)=[CH:7][CH:8]=2)[CH:3]=[N:2]1. Reactant: [NH:1]1[C:9]2[C:4](=[CH:5][C:6]([NH:10][C:11]3[C:12]4[C:19]5[CH2:20][CH2:21][CH:22]([C:24]([OH:26])=O)[CH2:23][C:18]=5[S:17][C:13]=4[N:14]=[CH:15][N:16]=3)=[CH:7][CH:8]=2)[CH:3]=[N:2]1.[NH2:27][C:28]1[CH:33]=[CH:32][C:31]([CH3:34])=[CH:30][CH:29]=1.C(N(CC)C(C)C)(C)C.C(P1(=O)OP(CCC)(=O)OP(CCC)(=O)O1)CC.C(P(OP(CCC)=O)=O)CC. The catalyst class is: 288. (2) Reactant: [C:1]1([C:31]2[CH:36]=[CH:35][CH:34]=[CH:33][CH:32]=2)[CH:6]=[CH:5][C:4]([O:7][CH:8]2[CH2:12][CH2:11][N:10]([C:13]3[CH:18]=[CH:17][C:16]([O:19]COCC[Si](C)(C)C)=[C:15]([O:28][CH3:29])[CH:14]=3)[C:9]2=[O:30])=[CH:3][CH:2]=1.Cl.O1CCOCC1. Product: [C:1]1([C:31]2[CH:36]=[CH:35][CH:34]=[CH:33][CH:32]=2)[CH:2]=[CH:3][C:4]([O:7][CH:8]2[CH2:12][CH2:11][N:10]([C:13]3[CH:18]=[CH:17][C:16]([OH:19])=[C:15]([O:28][CH3:29])[CH:14]=3)[C:9]2=[O:30])=[CH:5][CH:6]=1. The catalyst class is: 2. (3) Reactant: [Cl-].[Al+3].[Cl-].[Cl-].C[O:6][C:7]1[CH:15]=[C:14]2[C:10]([CH2:11][CH2:12][C:13]2=[O:16])=[CH:9][CH:8]=1. Product: [OH:6][C:7]1[CH:15]=[C:14]2[C:10]([CH2:11][CH2:12][C:13]2=[O:16])=[CH:9][CH:8]=1. The catalyst class is: 11. (4) Reactant: C[Si]([N-][Si](C)(C)C)(C)C.[Li+].[CH3:11][O:12][C:13]1[C:18]([C:19]2[CH:20]=[C:21]([CH:25]=[CH:26][C:27]=2[O:28][C:29]2[CH:34]=[CH:33][CH:32]=[CH:31][CH:30]=2)[C:22]([NH2:24])=[O:23])=[CH:17][CH:16]=[CH:15][N:14]=1.[CH3:35][S:36](Cl)(=[O:38])=[O:37]. Product: [CH3:11][O:12][C:13]1[C:18]([C:19]2[CH:20]=[C:21]([CH:25]=[CH:26][C:27]=2[O:28][C:29]2[CH:34]=[CH:33][CH:32]=[CH:31][CH:30]=2)[C:22]([NH:24][S:36]([CH3:35])(=[O:38])=[O:37])=[O:23])=[CH:17][CH:16]=[CH:15][N:14]=1. The catalyst class is: 1. (5) Reactant: [CH3:1][CH2:2][C:3](=O)[CH2:4][C:5](=O)[CH2:6][CH3:7].[NH2:10][C:11]1[N:15]=[C:14]([S:16][CH3:17])[NH:13][N:12]=1. Product: [CH2:2]([C:3]1[CH:4]=[C:5]([CH2:6][CH3:7])[N:12]2[N:13]=[C:14]([S:16][CH3:17])[N:15]=[C:11]2[N:10]=1)[CH3:1]. The catalyst class is: 15. (6) The catalyst class is: 202. Reactant: [NH2:1][C:2]1[CH:3]=[C:4]([CH2:9][C:10](=[O:12])[CH3:11])[CH:5]=[CH:6][C:7]=1[Cl:8].[CH3:13][S:14](Cl)(=[O:16])=[O:15]. Product: [Cl:8][C:7]1[CH:6]=[CH:5][C:4]([CH2:9][C:10](=[O:12])[CH3:11])=[CH:3][C:2]=1[NH:1][S:14]([CH3:13])(=[O:16])=[O:15]. (7) Reactant: [Cl:1][C:2]1[CH:7]=[CH:6][C:5]([CH2:8][C:9]2[C:18]3[C:13](=[CH:14][CH:15]=[CH:16][CH:17]=3)[C:12](=[O:19])[N:11]([CH2:20][C@H:21]3[CH2:25][CH2:24][CH2:23][NH:22]3)[N:10]=2)=[CH:4][CH:3]=1.C(=O)([O-])[O-].[K+].[K+].Br[CH2:33][C:34]([O:36][C:37]([CH3:40])([CH3:39])[CH3:38])=[O:35]. Product: [Cl:1][C:2]1[CH:7]=[CH:6][C:5]([CH2:8][C:9]2[C:18]3[C:13](=[CH:14][CH:15]=[CH:16][CH:17]=3)[C:12](=[O:19])[N:11]([CH2:20][C@H:21]3[CH2:25][CH2:24][CH2:23][N:22]3[CH2:33][C:34]([O:36][C:37]([CH3:40])([CH3:39])[CH3:38])=[O:35])[N:10]=2)=[CH:4][CH:3]=1. The catalyst class is: 9. (8) Reactant: [CH2:1]([C:3]1[CH:8]=[CH:7][C:6]([C:9]2[C:17]3[C:16](=O)[NH:15][CH:14]=[N:13][C:12]=3[O:11][CH:10]=2)=[CH:5][CH:4]=1)[CH3:2].S1(CCCC1)(=O)=O.P(Cl)(Cl)([Cl:28])=O. Product: [Cl:28][C:16]1[C:17]2[C:9]([C:6]3[CH:7]=[CH:8][C:3]([CH2:1][CH3:2])=[CH:4][CH:5]=3)=[CH:10][O:11][C:12]=2[N:13]=[CH:14][N:15]=1. The catalyst class is: 328. (9) Reactant: [CH2:1]([C:3]1[S:7][C:6]([C:8]2[CH:13]=[CH:12][CH:11]=[CH:10][N:9]=2)=[N:5][C:4]=1[OH:14])[CH3:2].[H-].[Na+].[F:17][C:18]([F:37])([F:36])[S:19](N([S:19]([C:18]([F:37])([F:36])[F:17])(=[O:21])=[O:20])C1C=CC=CC=1)(=[O:21])=[O:20]. Product: [CH2:1]([C:3]1[S:7][C:6]([C:8]2[CH:13]=[CH:12][CH:11]=[CH:10][N:9]=2)=[N:5][C:4]=1[O:14][S:19]([C:18]([F:37])([F:36])[F:17])(=[O:21])=[O:20])[CH3:2]. The catalyst class is: 1. (10) Reactant: FC1C(O[C:9](=[O:28])[C:10]2[CH:15]=[C:14]([Cl:16])[C:13]([F:17])=[C:12]([F:18])[C:11]=2[NH:19][C:20]2[CH:25]=[CH:24][C:23]([I:26])=[CH:22][C:21]=2[Cl:27])=C(F)C(F)=C(F)C=1F.[CH3:33][C:34]1([CH3:42])[O:38][CH:37]([CH2:39][O:40][NH2:41])[CH2:36][O:35]1.C(N(C(C)C)CC)(C)C. Product: [Cl:16][C:14]1[C:13]([F:17])=[C:12]([F:18])[C:11]([NH:19][C:20]2[CH:25]=[CH:24][C:23]([I:26])=[CH:22][C:21]=2[Cl:27])=[C:10]([CH:15]=1)[C:9]([NH:41][O:40][CH2:39][CH:37]1[CH2:36][O:35][C:34]([CH3:42])([CH3:33])[O:38]1)=[O:28]. The catalyst class is: 7.